Dataset: Forward reaction prediction with 1.9M reactions from USPTO patents (1976-2016). Task: Predict the product of the given reaction. (1) The product is: [O:17]1[CH:18]=[CH:19][C:15]([C:8]2[CH:9]=[C:10]([C:11]([F:14])([F:13])[F:12])[C:5]3[N:6]([CH:20]=[C:3]([CH2:2][C:21]#[N:22])[N:4]=3)[CH:7]=2)=[CH:16]1. Given the reactants Cl[CH2:2][C:3]1[N:4]=[C:5]2[C:10]([C:11]([F:14])([F:13])[F:12])=[CH:9][C:8]([C:15]3[CH:19]=[CH:18][O:17][CH:16]=3)=[CH:7][N:6]2[CH:20]=1.[C-:21]#[N:22].[K+].O, predict the reaction product. (2) The product is: [CH3:3][NH:7][C:8](=[S:30])[O:9][CH2:10]/[CH:11]=[C:12](\[CH3:29])/[CH2:13][CH2:14]/[CH:15]=[C:16](\[CH3:28])/[CH2:17][CH2:18][CH:19]=[C:20]([CH3:21])[CH3:27]. Given the reactants N1C=CC=[C:3]([NH:7][C:8](=[S:30])[O:9][CH2:10]/[CH:11]=[C:12](\[CH3:29])/[CH2:13][CH2:14]/[CH:15]=[C:16](\[CH3:28])/[CH2:17][CH2:18]/[CH:19]=[C:20](\[CH3:27])/[CH2:21]CC=C(C)C)C=1.C(O)/C=C(/CC/C=C(/CCC=C(C)C)\C)\C.CSN=C=O, predict the reaction product. (3) Given the reactants [C:1]([O:5][C:6](=[O:21])[CH2:7][C@@H:8]([CH2:12][CH2:13][CH2:14][CH:15]1[CH2:20][CH2:19][CH2:18][CH2:17][CH2:16]1)[C:9]([OH:11])=[O:10])([CH3:4])([CH3:3])[CH3:2].Cl.CN(C)CCCN=C=NCC.CN1CCOCC1.O.ON1C2C=CC=CC=2N=N1.O/[N:53]=[C:54](\[NH2:62])/[CH2:55][C:56]1[CH:57]=[N:58][CH:59]=[CH:60][CH:61]=1, predict the reaction product. The product is: [NH2:62]/[C:54](=[N:53]\[O:10][C:9]([C@H:8]([CH2:12][CH2:13][CH2:14][CH:15]1[CH2:16][CH2:17][CH2:18][CH2:19][CH2:20]1)[CH2:7][C:6]([O:5][C:1]([CH3:4])([CH3:2])[CH3:3])=[O:21])=[O:11])/[CH2:55][C:56]1[CH:57]=[N:58][CH:59]=[CH:60][CH:61]=1.